Dataset: Reaction yield outcomes from USPTO patents with 853,638 reactions. Task: Predict the reaction yield, written as a fraction of the theoretical maximum amount of product (1.0 means a 100% yield; for example, 0.34 means a 34% yield). (1) The reactants are [CH2:1]([C@@H:8]1[CH2:12][O:11][C:10](=[O:13])[N:9]1[C:14](=[O:19])[CH2:15][CH2:16][CH:17]=[CH2:18])[C:2]1[CH:7]=[CH:6][CH:5]=[CH:4][CH:3]=1.[Li+].C[Si]([N-][Si](C)(C)C)(C)C.Br[CH2:31][C:32]1[C:37]([Cl:38])=[CH:36][C:35]([O:39][CH2:40][C:41]2[CH:46]=[CH:45][CH:44]=[CH:43][CH:42]=2)=[CH:34][C:33]=1[Cl:47]. The catalyst is C1COCC1. The product is [CH2:1]([C@@H:8]1[CH2:12][O:11][C:10](=[O:13])[N:9]1[C:14](=[O:19])[C@H:15]([CH2:31][C:32]1[C:33]([Cl:47])=[CH:34][C:35]([O:39][CH2:40][C:41]2[CH:42]=[CH:43][CH:44]=[CH:45][CH:46]=2)=[CH:36][C:37]=1[Cl:38])[CH2:16][CH:17]=[CH2:18])[C:2]1[CH:3]=[CH:4][CH:5]=[CH:6][CH:7]=1. The yield is 0.860. (2) The reactants are [F:1][C:2]1[CH:10]=[CH:9][C:8]([CH2:11][C:12]2[C:21]3[C:16](=[CH:17][CH:18]=[CH:19][CH:20]=3)[C:15](=[O:22])[NH:14][N:13]=2)=[CH:7][C:3]=1[C:4](O)=[O:5].F[P-](F)(F)(F)(F)F.N1(OC(N(C)C)=[N+](C)C)C2C=CC=CC=2N=N1.[O:47]1[CH2:52][CH2:51][N:50]([C:53]([C:55]2[N:56]=[C:57]([C:64]([F:67])([F:66])[F:65])[N:58]3[CH2:63][CH2:62][NH:61][CH2:60][C:59]=23)=[O:54])[CH2:49][CH2:48]1.C(N(CC)C(C)C)(C)C. The catalyst is CN(C)C=O. The product is [F:1][C:2]1[CH:10]=[CH:9][C:8]([CH2:11][C:12]2[C:21]3[C:16](=[CH:17][CH:18]=[CH:19][CH:20]=3)[C:15](=[O:22])[NH:14][N:13]=2)=[CH:7][C:3]=1[C:4]([N:61]1[CH2:62][CH2:63][N:58]2[C:57]([C:64]([F:66])([F:67])[F:65])=[N:56][C:55]([C:53]([N:50]3[CH2:51][CH2:52][O:47][CH2:48][CH2:49]3)=[O:54])=[C:59]2[CH2:60]1)=[O:5]. The yield is 0.200. (3) The reactants are CN(C(ON1N=NC2C=CC=NC1=2)=[N+](C)C)C.F[P-](F)(F)(F)(F)F.[F:25][C:26]1[CH:27]=[C:28]([NH:37][C:38]([C@H:40]2[C:49]3[C:44](=[CH:45][C:46]([O:50][CH3:51])=[CH:47][CH:48]=3)[CH2:43][CH2:42][NH:41]2)=[O:39])[CH:29]=[C:30]([F:36])[C:31]=1[Si:32]([CH3:35])([CH3:34])[CH3:33].[C:52]([O:56][C:57](=[O:66])[CH2:58][C@H:59]1[CH2:62][C@H:61]([C:63](O)=[O:64])[CH2:60]1)([CH3:55])([CH3:54])[CH3:53].CCN(C(C)C)C(C)C. The catalyst is CN(C=O)C.O. The product is [F:25][C:26]1[CH:27]=[C:28]([NH:37][C:38]([C@H:40]2[C:49]3[C:44](=[CH:45][C:46]([O:50][CH3:51])=[CH:47][CH:48]=3)[CH2:43][CH2:42][N:41]2[C:63]([C@H:61]2[CH2:60][C@H:59]([CH2:58][C:57]([O:56][C:52]([CH3:55])([CH3:54])[CH3:53])=[O:66])[CH2:62]2)=[O:64])=[O:39])[CH:29]=[C:30]([F:36])[C:31]=1[Si:32]([CH3:33])([CH3:35])[CH3:34]. The yield is 0.820. (4) The reactants are [CH3:1][CH:2]([CH:6]([S:8][CH3:9])[CH3:7])[C:3](O)=[O:4].C(Cl)(=O)C(Cl)=O.[Cl:16][C:17]1[C:21]([NH:22][CH2:23][CH3:24])=[CH:20][N:19]([C:25]2[CH:26]=[N:27][CH:28]=[C:29]([F:31])[CH:30]=2)[N:18]=1. The catalyst is ClCCl.CN(C)C=O.CN(C)C1C=CN=CC=1. The product is [Cl:16][C:17]1[C:21]([N:22]([CH2:23][CH3:24])[C:3](=[O:4])[CH:2]([CH3:1])[CH:6]([S:8][CH3:9])[CH3:7])=[CH:20][N:19]([C:25]2[CH:26]=[N:27][CH:28]=[C:29]([F:31])[CH:30]=2)[N:18]=1.[Cl:16][C:17]1[C:21]([N:22]([CH2:23][CH3:24])[C:3](=[O:4])/[C:2](/[CH3:1])=[CH:6]\[CH3:7])=[CH:20][N:19]([C:25]2[CH:26]=[N:27][CH:28]=[C:29]([F:31])[CH:30]=2)[N:18]=1. The yield is 0.221. (5) The reactants are [Cl:1][C:2]1[CH:7]=[CH:6][C:5]([C:8]2[C:12]([CH2:13][O:14][C:15]3[CH:23]=[CH:22][C:18]([C:19]([OH:21])=O)=[CH:17][N:16]=3)=[CH:11][O:10][N:9]=2)=[CH:4][CH:3]=1.[NH2:24][C:25]([CH3:29])([CH3:28])[CH2:26][OH:27]. No catalyst specified. The product is [Cl:1][C:2]1[CH:3]=[CH:4][C:5]([C:8]2[C:12]([CH2:13][O:14][C:15]3[CH:23]=[CH:22][C:18]([C:19]([NH:24][C:25]([CH3:29])([CH3:28])[CH2:26][OH:27])=[O:21])=[CH:17][N:16]=3)=[CH:11][O:10][N:9]=2)=[CH:6][CH:7]=1. The yield is 0.450. (6) The reactants are [H-].[H-].[H-].[H-].[Li+].[Al+3].[CH2:7]([C@@H:14]([C@@H:19]([O:21][CH2:22][C:23]1[CH:28]=[CH:27][C:26]([O:29][CH3:30])=[CH:25][CH:24]=1)[CH3:20])[C:15](OC)=[O:16])[C:8]1[CH:13]=[CH:12][CH:11]=[CH:10][CH:9]=1. The yield is 0.740. The product is [CH2:7]([C@@H:14]([C@@H:19]([O:21][CH2:22][C:23]1[CH:24]=[CH:25][C:26]([O:29][CH3:30])=[CH:27][CH:28]=1)[CH3:20])[CH2:15][OH:16])[C:8]1[CH:9]=[CH:10][CH:11]=[CH:12][CH:13]=1. The catalyst is CCOCC. (7) The reactants are [Br:1][C:2]1[C:6]2=[CH:7][NH:8][C:9](=[O:11])[CH:10]=[C:5]2[S:4][CH:3]=1.[H-].[Na+].[CH3:14]I.O. The catalyst is CN(C=O)C. The product is [Br:1][C:2]1[C:6]2=[CH:7][N:8]([CH3:14])[C:9](=[O:11])[CH:10]=[C:5]2[S:4][CH:3]=1. The yield is 0.480.